From a dataset of NCI-60 drug combinations with 297,098 pairs across 59 cell lines. Regression. Given two drug SMILES strings and cell line genomic features, predict the synergy score measuring deviation from expected non-interaction effect. (1) Drug 1: C1=CC=C(C=C1)NC(=O)CCCCCCC(=O)NO. Drug 2: CC1=C(N=C(N=C1N)C(CC(=O)N)NCC(C(=O)N)N)C(=O)NC(C(C2=CN=CN2)OC3C(C(C(C(O3)CO)O)O)OC4C(C(C(C(O4)CO)O)OC(=O)N)O)C(=O)NC(C)C(C(C)C(=O)NC(C(C)O)C(=O)NCCC5=NC(=CS5)C6=NC(=CS6)C(=O)NCCC[S+](C)C)O. Cell line: SK-MEL-28. Synergy scores: CSS=3.13, Synergy_ZIP=-2.27, Synergy_Bliss=0.414, Synergy_Loewe=-5.24, Synergy_HSA=-0.729. (2) Drug 1: CC1C(C(CC(O1)OC2CC(CC3=C2C(=C4C(=C3O)C(=O)C5=C(C4=O)C(=CC=C5)OC)O)(C(=O)C)O)N)O.Cl. Drug 2: C1=CN(C(=O)N=C1N)C2C(C(C(O2)CO)O)O.Cl. Cell line: HCT-15. Synergy scores: CSS=29.6, Synergy_ZIP=-10.2, Synergy_Bliss=-0.518, Synergy_Loewe=-4.00, Synergy_HSA=-0.377.